This data is from Reaction yield outcomes from USPTO patents with 853,638 reactions. The task is: Predict the reaction yield, written as a fraction of the theoretical maximum amount of product (1.0 means a 100% yield; for example, 0.34 means a 34% yield). The yield is 0.980. The product is [CH3:1][O:2][C:3]([C:5]1([C:8]2[CH:9]=[CH:10][C:11]([O:14][CH3:15])=[C:12]([N+:16]([O-:18])=[O:17])[CH:13]=2)[CH2:6][CH2:7]1)=[O:4]. The catalyst is CC(OC(C)=O)=O.CC(O)=O. The reactants are [CH3:1][O:2][C:3]([C:5]1([C:8]2[CH:13]=[CH:12][C:11]([O:14][CH3:15])=[CH:10][CH:9]=2)[CH2:7][CH2:6]1)=[O:4].[N+:16]([O-])([OH:18])=[O:17].Cl.